From a dataset of Reaction yield outcomes from USPTO patents with 853,638 reactions. Predict the reaction yield, written as a fraction of the theoretical maximum amount of product (1.0 means a 100% yield; for example, 0.34 means a 34% yield). (1) The reactants are [F:1][C:2]1[CH:7]=[CH:6][C:5]([NH:8][CH:9]([C:11]2[CH:12]=[C:13]([C:28](O)=[O:29])[CH:14]=[C:15]3[C:20]=2[O:19][C:18]([N:21]2[CH2:26][CH2:25][O:24][CH2:23][CH2:22]2)=[CH:17][C:16]3=[O:27])[CH3:10])=[CH:4][CH:3]=1.[CH3:31][N:32]([CH3:37])[CH2:33][CH2:34][NH:35][CH3:36]. No catalyst specified. The product is [CH3:31][N:32]([CH3:37])[CH2:33][CH2:34][N:35]([CH3:36])[C:28]([C:13]1[CH:14]=[C:15]2[C:20](=[C:11]([CH:9]([NH:8][C:5]3[CH:6]=[CH:7][C:2]([F:1])=[CH:3][CH:4]=3)[CH3:10])[CH:12]=1)[O:19][C:18]([N:21]1[CH2:26][CH2:25][O:24][CH2:23][CH2:22]1)=[CH:17][C:16]2=[O:27])=[O:29]. The yield is 0.156. (2) The reactants are [C:1]([C:4]1[CH:9]=[CH:8][CH:7]=[CH:6][CH:5]=1)(=[O:3])[CH3:2].Cl.[C:11]([O:14][CH2:15][CH3:16])(=[O:13])[CH3:12]. The catalyst is O1CCCC1. The product is [OH:3][C:1]([C:4]1[CH:9]=[CH:8][CH:7]=[CH:6][CH:5]=1)([CH3:2])[CH2:12][C:11]([O:14][C@@H:15]1[CH2:5][C@H:4]([CH3:9])[CH2:1][CH2:2][C@H:16]1[CH:7]([CH3:8])[CH3:6])=[O:13]. The yield is 0.920. (3) The reactants are [CH2:1]([O:3][C:4]1[CH:5]=[C:6]([C:13]2[N:14]([CH3:19])[C:15](S)=[N:16][N:17]=2)[CH:7]=[CH:8][C:9]=1[N+:10]([O-:12])=[O:11])[CH3:2].ClCCl.OO.[OH-].[Na+]. The catalyst is C(O)(=O)C. The product is [CH2:1]([O:3][C:4]1[CH:5]=[C:6]([C:13]2[N:14]([CH3:19])[CH:15]=[N:16][N:17]=2)[CH:7]=[CH:8][C:9]=1[N+:10]([O-:12])=[O:11])[CH3:2]. The yield is 0.600. (4) The reactants are [Cl:1][C:2]1[CH:7]=[CH:6][C:5](/[CH:8]=[CH:9]/[N+:10]([O-])=O)=[C:4]([O:13][CH3:14])[CH:3]=1.[H-].[H-].[H-].[H-].[Li+].[Al+3]. The catalyst is C1COCC1. The product is [Cl:1][C:2]1[CH:7]=[CH:6][C:5]([CH2:8][CH2:9][NH2:10])=[C:4]([O:13][CH3:14])[CH:3]=1. The yield is 0.751. (5) The reactants are [C:1]1([CH3:10])[C:2]([C:7]([OH:9])=[O:8])=[CH:3][CH:4]=[CH:5][CH:6]=1.[Cl:11][S:12](O)(=[O:14])=[O:13]. No catalyst specified. The product is [Cl:11][S:12]([C:4]1[CH:5]=[CH:6][C:1]([CH3:10])=[C:2]([CH:3]=1)[C:7]([OH:9])=[O:8])(=[O:14])=[O:13]. The yield is 0.780. (6) The reactants are C[O:2][C:3](=[O:42])[CH2:4][CH2:5][C:6]1[CH:11]=[CH:10][C:9]([O:12][CH2:13][CH2:14][C:15]2[N:16]=[C:17]([C:21]3[CH:26]=[CH:25][C:24]([N:27]4[CH2:32][CH2:31][O:30][CH2:29][CH2:28]4)=[CH:23][CH:22]=3)[O:18][C:19]=2[CH3:20])=[CH:8][C:7]=1[CH2:33][CH2:34][NH:35][C:36]([O:38][CH:39]([CH3:41])[CH3:40])=[O:37].CO.[Li+].[OH-].Cl. The catalyst is C1COCC1. The product is [CH:39]([O:38][C:36]([NH:35][CH2:34][CH2:33][C:7]1[CH:8]=[C:9]([O:12][CH2:13][CH2:14][C:15]2[N:16]=[C:17]([C:21]3[CH:26]=[CH:25][C:24]([N:27]4[CH2:32][CH2:31][O:30][CH2:29][CH2:28]4)=[CH:23][CH:22]=3)[O:18][C:19]=2[CH3:20])[CH:10]=[CH:11][C:6]=1[CH2:5][CH2:4][C:3]([OH:42])=[O:2])=[O:37])([CH3:41])[CH3:40]. The yield is 0.180.